Dataset: Forward reaction prediction with 1.9M reactions from USPTO patents (1976-2016). Task: Predict the product of the given reaction. (1) Given the reactants [Cl:1][C:2]1[C:3]2[S:12][CH:11]=[CH:10][C:4]=2[N:5]=[C:6]([S:8][CH3:9])[N:7]=1.[CH3:13][NH:14][C:15]1[CH:22]=[CH:21][C:18]([O:19][CH3:20])=[CH:17][CH:16]=1, predict the reaction product. The product is: [ClH:1].[CH3:20][O:19][C:18]1[CH:21]=[CH:22][C:15]([N:14]([CH3:13])[C:2]2[C:3]3[S:12][CH:11]=[CH:10][C:4]=3[N:5]=[C:6]([S:8][CH3:9])[N:7]=2)=[CH:16][CH:17]=1. (2) Given the reactants [CH3:1][C:2]1[C:6]([C:7]2[C:8]([O:29][CH3:30])=[CH:9][C:10]3[C:11]4[N:19]([C@@H:20]([C:22]5[CH:27]=[CH:26][CH:25]=[CH:24][N:23]=5)[CH3:21])[C:18](=[O:28])[NH:17][C:12]=4[CH:13]=[N:14][C:15]=3[CH:16]=2)=[C:5]([CH3:31])[O:4][N:3]=1.C(N=P1(N(CC)CC)N(C)CCCN1C)(C)(C)C.[CH3:50][O:51][CH2:52][CH2:53]Br, predict the reaction product. The product is: [CH3:1][C:2]1[C:6]([C:7]2[C:8]([O:29][CH3:30])=[CH:9][C:10]3[C:11]4[N:19]([C@@H:20]([C:22]5[CH:27]=[CH:26][CH:25]=[CH:24][N:23]=5)[CH3:21])[C:18](=[O:28])[N:17]([CH2:53][CH2:52][O:51][CH3:50])[C:12]=4[CH:13]=[N:14][C:15]=3[CH:16]=2)=[C:5]([CH3:31])[O:4][N:3]=1. (3) Given the reactants [Cl:1][C:2]1[CH:7]=[CH:6][CH:5]=[C:4]([Cl:8])[C:3]=1[C:9]1[C:13]([C:14]([OH:16])=[O:15])=[C:12]([CH3:17])[O:11][N:10]=1.[Li][CH2:19][CH2:20][CH2:21]C.C(I)C=C.[OH-].[Na+].Cl, predict the reaction product. The product is: [CH2:17]([C:12]1[O:11][N:10]=[C:9]([C:3]2[C:2]([Cl:1])=[CH:7][CH:6]=[CH:5][C:4]=2[Cl:8])[C:13]=1[C:14]([OH:16])=[O:15])[CH2:21][CH:20]=[CH2:19].